This data is from NCI-60 drug combinations with 297,098 pairs across 59 cell lines. The task is: Regression. Given two drug SMILES strings and cell line genomic features, predict the synergy score measuring deviation from expected non-interaction effect. Drug 1: CC1C(C(CC(O1)OC2CC(OC(C2O)C)OC3=CC4=CC5=C(C(=O)C(C(C5)C(C(=O)C(C(C)O)O)OC)OC6CC(C(C(O6)C)O)OC7CC(C(C(O7)C)O)OC8CC(C(C(O8)C)O)(C)O)C(=C4C(=C3C)O)O)O)O. Drug 2: COC1=C2C(=CC3=C1OC=C3)C=CC(=O)O2. Cell line: HT29. Synergy scores: CSS=9.98, Synergy_ZIP=-0.565, Synergy_Bliss=-3.53, Synergy_Loewe=-30.6, Synergy_HSA=-2.85.